This data is from Forward reaction prediction with 1.9M reactions from USPTO patents (1976-2016). The task is: Predict the product of the given reaction. (1) Given the reactants [OH:1][CH2:2][CH2:3][C:4]1[CH:5]=[C:6]([CH3:15])[C:7]([CH3:14])=[C:8]([CH:13]=1)[C:9]([O:11][CH3:12])=[O:10].[H-].[Na+].I[CH3:19], predict the reaction product. The product is: [CH3:19][O:1][CH2:2][CH2:3][C:4]1[CH:5]=[C:6]([CH3:15])[C:7]([CH3:14])=[C:8]([CH:13]=1)[C:9]([O:11][CH3:12])=[O:10]. (2) The product is: [OH:20][CH:13]([P:6](=[O:5])([OH:7])[OH:12])[C:14]1[CH:15]=[N:16][CH:17]=[CH:18][CH:19]=1. Given the reactants C([O:5][P:6]([CH:13]([OH:20])[C:14]1[CH:15]=[N:16][CH:17]=[CH:18][CH:19]=1)(=[O:12])[O:7]C(C)(C)C)(C)(C)C, predict the reaction product. (3) Given the reactants [CH3:1][C:2]1([CH3:14])[CH2:7][CH:6]([CH2:8][C:9](O)=O)[CH2:5][C:4]([CH3:13])([CH3:12])[NH:3]1.[NH:15]([C:17](=[S:19])[NH2:18])[NH2:16].O=P(Cl)(Cl)Cl, predict the reaction product. The product is: [CH3:1][C:2]1([CH3:14])[CH2:7][CH:6]([CH2:8][C:9]2[S:19][C:17]([NH2:18])=[N:15][N:16]=2)[CH2:5][C:4]([CH3:13])([CH3:12])[NH:3]1.